This data is from Full USPTO retrosynthesis dataset with 1.9M reactions from patents (1976-2016). The task is: Predict the reactants needed to synthesize the given product. (1) Given the product [Cl:6][C:7]1[CH:12]=[CH:11][C:10]([CH:20]([OH:21])[C:19]2[CH:22]=[CH:23][C:16]([C:14]#[N:15])=[CH:17][CH:18]=2)=[CH:9][CH:8]=1, predict the reactants needed to synthesize it. The reactants are: [Mg].BrC(Br)C.[Cl:6][C:7]1[CH:12]=[CH:11][C:10](Br)=[CH:9][CH:8]=1.[C:14]([C:16]1[CH:23]=[CH:22][C:19]([CH:20]=[O:21])=[CH:18][CH:17]=1)#[N:15]. (2) The reactants are: [Cl:1][C:2]1[CH:3]=[C:4]([N:9]2[C:13](=[O:14])[O:12][N:11]=[C:10]2[C:15]2[C:19]([CH2:20][CH2:21][O:22]C)=[N:18][O:17][N:16]=2)[CH:5]=[CH:6][C:7]=1[F:8].B(Br)(Br)Br. Given the product [Cl:1][C:2]1[CH:3]=[C:4]([N:9]2[C:13](=[O:14])[O:12][N:11]=[C:10]2[C:15]2[C:19]([CH2:20][CH2:21][OH:22])=[N:18][O:17][N:16]=2)[CH:5]=[CH:6][C:7]=1[F:8], predict the reactants needed to synthesize it. (3) Given the product [NH2:1][C:2]1[N:3]=[CH:4][C:5]2[C:10]([CH:11]=1)=[CH:9][CH:8]=[C:7]([C:12]1[C:13]([CH3:22])=[N:14][CH:15]=[C:16]([CH:21]=1)[C:17]([OH:19])=[O:18])[CH:6]=2, predict the reactants needed to synthesize it. The reactants are: [NH2:1][C:2]1[N:3]=[CH:4][C:5]2[C:10]([CH:11]=1)=[CH:9][CH:8]=[C:7]([C:12]1[C:13]([CH3:22])=[N:14][CH:15]=[C:16]([CH:21]=1)[C:17]([O:19]C)=[O:18])[CH:6]=2.O1CCCC1.[OH-].[Li+].C(O)(=O)CC(CC(O)=O)(C(O)=O)O. (4) The reactants are: C([O:5][C:6](=[O:44])[CH2:7][CH2:8][CH2:9][O:10][C:11]1[CH:16]=[CH:15][CH:14]=[C:13]([CH2:17][C@H:18]([NH:31][C:32](=[O:43])[C@@H:33]([NH:35]C(OC(C)(C)C)=O)[CH3:34])[C@@H:19]([OH:30])[CH2:20][C@H:21]([C:23](=[O:29])[NH:24][CH2:25][CH2:26][CH2:27][CH3:28])[CH3:22])[CH:12]=1)(C)(C)C.O.[F:46][C:47]([F:52])([F:51])[C:48]([OH:50])=[O:49]. Given the product [F:46][C:47]([F:52])([F:51])[C:48]([O-:50])=[O:49].[CH2:25]([NH:24][C:23]([C@H:21]([CH3:22])[CH2:20][C@H:19]([OH:30])[C@@H:18]([NH:31][C:32]([C@@H:33]([NH3+:35])[CH3:34])=[O:43])[CH2:17][C:13]1[CH:14]=[CH:15][CH:16]=[C:11]([O:10][CH2:9][CH2:8][CH2:7][C:6]([OH:44])=[O:5])[CH:12]=1)=[O:29])[CH2:26][CH2:27][CH3:28], predict the reactants needed to synthesize it. (5) Given the product [F:15][C:2]([F:1])([F:14])[C:3]([N:5]1[CH2:6][C:7]2[C:12](=[CH:11][CH:10]=[C:9]([N+:21]([O-:23])=[O:22])[CH:8]=2)[CH2:13]1)=[O:4], predict the reactants needed to synthesize it. The reactants are: [F:1][C:2]([F:15])([F:14])[C:3]([N:5]1[CH2:13][C:12]2[C:7](=[CH:8][CH:9]=[CH:10][CH:11]=2)[CH2:6]1)=[O:4].OS(O)(=O)=O.[N+:21]([O-])([OH:23])=[O:22]. (6) Given the product [CH3:28][O:27][C:24]1[N:25]=[CH:26][C:21]([C:20]2[CH:11]([C:8]3[CH:7]=[CH:6][C:5]([O:4][CH2:3][CH2:2][N:39]4[CH2:44][CH2:43][CH2:42][CH2:41][CH2:40]4)=[CH:10][CH:9]=3)[O:12][C:13]3[C:18]([C:19]=2[CH3:29])=[CH:17][CH:16]=[C:15]([OH:30])[CH:14]=3)=[CH:22][CH:23]=1, predict the reactants needed to synthesize it. The reactants are: Cl[CH2:2][CH2:3][O:4][C:5]1[CH:10]=[CH:9][C:8]([CH:11]2[C:20]([C:21]3[CH:22]=[CH:23][C:24]([O:27][CH3:28])=[N:25][CH:26]=3)=[C:19]([CH3:29])[C:18]3[C:13](=[CH:14][C:15]([O:30]COCC[Si](C)(C)C)=[CH:16][CH:17]=3)[O:12]2)=[CH:7][CH:6]=1.[NH:39]1[CH2:44][CH2:43][CH2:42][CH2:41][CH2:40]1. (7) Given the product [CH3:37][O:36][CH2:35][CH2:34][O:33][C:31]1[N:32]=[C:26]([CH:11]2[CH2:12][CH:13]([C:15]3[CH:16]=[CH:17][C:18]([O:21][C:22]([F:23])([F:24])[F:25])=[CH:19][CH:20]=3)[CH2:14][N:9]([C:7]([N:1]3[CH2:6][CH2:5][S:4][CH2:3][CH2:2]3)=[O:8])[CH2:10]2)[O:28][N:30]=1, predict the reactants needed to synthesize it. The reactants are: [N:1]1([C:7]([N:9]2[CH2:14][CH:13]([C:15]3[CH:20]=[CH:19][C:18]([O:21][C:22]([F:25])([F:24])[F:23])=[CH:17][CH:16]=3)[CH2:12][CH:11]([C:26]([OH:28])=O)[CH2:10]2)=[O:8])[CH2:6][CH2:5][S:4][CH2:3][CH2:2]1.O[N:30]=[C:31]([O:33][CH2:34][CH2:35][O:36][CH3:37])[NH2:32].